This data is from Reaction yield outcomes from USPTO patents with 853,638 reactions. The task is: Predict the reaction yield, written as a fraction of the theoretical maximum amount of product (1.0 means a 100% yield; for example, 0.34 means a 34% yield). (1) The reactants are [Cl:1][C:2]1[CH:3]=[C:4](B(O)O)[CH:5]=[CH:6][CH:7]=1.Br[C:12]1[CH:17]=[CH:16][CH:15]=[CH:14][N:13]=1.C(=O)([O-])[O-].[K+].[K+]. The catalyst is C1C=CC(P(C2C=CC=CC=2)C2C=CC=CC=2)=CC=1.C1C=CC(P(C2C=CC=CC=2)C2C=CC=CC=2)=CC=1.C1C=CC(P(C2C=CC=CC=2)C2C=CC=CC=2)=CC=1.C1C=CC(P(C2C=CC=CC=2)C2C=CC=CC=2)=CC=1.[Pd].O1CCCC1. The product is [Cl:1][C:2]1[CH:3]=[C:4]([C:12]2[CH:17]=[CH:16][CH:15]=[CH:14][N:13]=2)[CH:5]=[CH:6][CH:7]=1. The yield is 0.550. (2) The reactants are [Cl:1]/[C:2](=[CH:7]\[C@@H:8]1[C@H:10]([C:11](Cl)=[O:12])[C:9]1([CH3:15])[CH3:14])/[C:3]([F:6])([F:5])[F:4].[CH3:16][C:17]1[C:24]([F:25])=[C:23]([F:26])[C:20]([CH2:21][OH:22])=[C:19]([F:27])[C:18]=1[F:28]. No catalyst specified. The product is [Cl:1]/[C:2](/[C:3]([F:6])([F:5])[F:4])=[CH:7]\[C@@H:8]1[C@H:10]([C:11]([O:22][CH2:21][C:20]2[C:19]([F:27])=[C:18]([F:28])[C:17]([CH3:16])=[C:24]([F:25])[C:23]=2[F:26])=[O:12])[C:9]1([CH3:15])[CH3:14]. The yield is 0.965. (3) The reactants are [Br:1][C:2]1[C:10]2[C:5](=[CH:6][N:7]=[CH:8][CH:9]=2)[S:4][CH:3]=1.[CH:11]([N-]C(C)C)(C)C.[Li+].C1CCCCC1.CI.[NH4+].[Cl-]. The catalyst is C1COCC1. The product is [Br:1][C:2]1[C:10]2[C:5](=[CH:6][N:7]=[CH:8][CH:9]=2)[S:4][C:3]=1[CH3:11]. The yield is 0.670. (4) The reactants are [Cl:1][C:2]1[N:10]=[C:9]2[C:5]([N:6]=[C:7]([CH2:12][CH:13]=O)[N:8]2[CH3:11])=[C:4]([N:15]2[CH2:20][CH2:19][O:18][CH2:17][CH2:16]2)[N:3]=1.[CH3:21][C:22]1([CH3:28])[CH2:27][O:26][CH2:25][CH2:24][NH:23]1.Cl.C(N(CC)CC)C.C(O[BH-](OC(=O)C)OC(=O)C)(=O)C.[Na+]. The catalyst is ClCCCl. The product is [Cl:1][C:2]1[N:10]=[C:9]2[C:5]([N:6]=[C:7]([CH2:12][CH2:13][N:23]3[CH2:24][CH2:25][O:26][CH2:27][C:22]3([CH3:28])[CH3:21])[N:8]2[CH3:11])=[C:4]([N:15]2[CH2:20][CH2:19][O:18][CH2:17][CH2:16]2)[N:3]=1. The yield is 0.280. (5) The reactants are [NH2:1][C:2]1[N:6]([CH3:7])[C:5]([CH3:8])=[N:4][C:3]=1[C:9]([C:11]1[CH:16]=[CH:15][C:14]([CH3:17])=[CH:13][CH:12]=1)=O.Cl[Si](C)(C)C.[C:23]([O:30][CH3:31])(=[O:29])[CH2:24][CH2:25][C:26]([CH3:28])=O. The catalyst is CN(C=O)C.C(OCC)(=O)C. The product is [CH3:8][C:5]1[N:6]([CH3:7])[C:2]2=[N:1][C:26]([CH3:28])=[C:25]([CH2:24][C:23]([O:30][CH3:31])=[O:29])[C:9]([C:11]3[CH:16]=[CH:15][C:14]([CH3:17])=[CH:13][CH:12]=3)=[C:3]2[N:4]=1. The yield is 0.430.